Task: Predict the reactants needed to synthesize the given product.. Dataset: Full USPTO retrosynthesis dataset with 1.9M reactions from patents (1976-2016) (1) Given the product [C:38]([N:9]([CH:10]1[CH2:11][CH2:12][CH2:13][CH2:14][CH2:15]1)[C:8]([O:16][N:17]1[C:18]([CH3:30])([CH3:29])[CH2:19][CH:20]([O:25][C:26](=[O:28])[CH3:27])[CH2:21][C:22]1([CH3:24])[CH3:23])=[N:7][CH:1]1[CH2:6][CH2:5][CH2:4][CH2:3][CH2:2]1)(=[O:45])[C:39]1[CH:44]=[CH:43][CH:42]=[CH:41][CH:40]=1, predict the reactants needed to synthesize it. The reactants are: [CH:1]1([NH:7][C:8]([O:16][N:17]2[C:22]([CH3:24])([CH3:23])[CH2:21][CH:20]([O:25][C:26](=[O:28])[CH3:27])[CH2:19][C:18]2([CH3:30])[CH3:29])=[N:9][CH:10]2[CH2:15][CH2:14][CH2:13][CH2:12][CH2:11]2)[CH2:6][CH2:5][CH2:4][CH2:3][CH2:2]1.C(N(CC)CC)C.[C:38](Cl)(=[O:45])[C:39]1[CH:44]=[CH:43][CH:42]=[CH:41][CH:40]=1. (2) The reactants are: [CH2:1]([O:3][C:4]1[CH:5]=[C:6]([C@H:12]([N:18]2[C:26](=[O:27])[C:25]3[C:20](=[CH:21][CH:22]=[CH:23][C:24]=3[NH2:28])[C:19]2=[O:29])[CH2:13][S:14]([CH3:17])(=[O:16])=[O:15])[CH:7]=[CH:8][C:9]=1[O:10][CH3:11])[CH3:2].[CH:30]1([C:33](Cl)=[O:34])[CH2:32][CH2:31]1.CO. Given the product [CH:30]1([C:33]([NH:28][C:24]2[CH:23]=[CH:22][CH:21]=[C:20]3[C:25]=2[C:26](=[O:27])[N:18]([C@@H:12]([C:6]2[CH:7]=[CH:8][C:9]([O:10][CH3:11])=[C:4]([O:3][CH2:1][CH3:2])[CH:5]=2)[CH2:13][S:14]([CH3:17])(=[O:16])=[O:15])[C:19]3=[O:29])=[O:34])[CH2:32][CH2:31]1, predict the reactants needed to synthesize it. (3) Given the product [S:34]1[C:38]2[CH:39]=[CH:40][CH:41]=[CH:42][C:37]=2[N:36]=[C:35]1[C:43]([CH:15]1[CH2:14][CH2:13][CH2:12][C:11]2[CH:18]=[C:7]([N:6]3[CH2:5][C@H:4]([CH2:19][NH:20][C:21](=[O:23])[CH3:22])[O:3][C:2]3=[O:1])[CH:8]=[CH:9][C:10]=2[C:16]1=[O:17])=[O:44], predict the reactants needed to synthesize it. The reactants are: [O:1]=[C:2]1[N:6]([C:7]2[CH:8]=[CH:9][C:10]3[C:16](=[O:17])[CH2:15][CH2:14][CH2:13][CH2:12][C:11]=3[CH:18]=2)[CH2:5][C@H:4]([CH2:19][NH:20][C:21](=[O:23])[CH3:22])[O:3]1.[Li+].C[Si]([N-][Si](C)(C)C)(C)C.[S:34]1[C:38]2[CH:39]=[CH:40][CH:41]=[CH:42][C:37]=2[N:36]=[C:35]1[C:43](Cl)=[O:44]. (4) The reactants are: [OH-].[Li+:2].[Cl:3][C:4]1[CH:5]=[C:6]([C:14]2[O:18][N:17]=[C:16]([C:19]3[CH:27]=[CH:26][CH:25]=[C:24]4[C:20]=3[CH:21]=[N:22][N:23]4[CH2:28][CH:29]([OH:35])[C:30]([O:32]CC)=[O:31])[N:15]=2)[CH:7]=[CH:8][C:9]=1[O:10][CH:11]([CH3:13])[CH3:12]. Given the product [Cl:3][C:4]1[CH:5]=[C:6]([C:14]2[O:18][N:17]=[C:16]([C:19]3[CH:27]=[CH:26][CH:25]=[C:24]4[C:20]=3[CH:21]=[N:22][N:23]4[CH2:28][CH:29]([OH:35])[C:30]([O-:32])=[O:31])[N:15]=2)[CH:7]=[CH:8][C:9]=1[O:10][CH:11]([CH3:13])[CH3:12].[Li+:2], predict the reactants needed to synthesize it. (5) Given the product [Br:1][C:2]1[CH:7]=[CH:6][C:5]([C:8]2([C:12]([OH:18])=[O:14])[CH2:11][CH2:10][CH2:9]2)=[CH:4][CH:3]=1, predict the reactants needed to synthesize it. The reactants are: [Br:1][C:2]1[CH:7]=[CH:6][C:5]([C:8]2([C:12]#N)[CH2:11][CH2:10][CH2:9]2)=[CH:4][CH:3]=1.[OH-:14].[K+].CC[OH:18]. (6) Given the product [ClH:4].[CH3:20][CH:18]([CH3:19])[CH2:17][N:16]1[C:12]2[C:7]3[CH:8]=[CH:9][CH:10]=[CH:11][C:6]=3[N:5]=[C:21]([NH2:22])[C:13]=2[N:14]=[CH:15]1, predict the reactants needed to synthesize it. The reactants are: C([Cl:4])(=O)C.[NH2:5][C:6]1[CH:11]=[CH:10][CH:9]=[CH:8][C:7]=1[C:12]1[N:16]([CH2:17][CH:18]([CH3:20])[CH3:19])[CH:15]=[N:14][C:13]=1[C:21]#[N:22]. (7) Given the product [CH3:1][O:2][C:3]1[CH:4]=[CH:5][C:6]([N:9]2[C:13]([C:14]3[CH:19]=[CH:18][C:17]([CH3:20])=[CH:16][CH:15]=3)=[CH:12][C:11]([CH2:21][CH:22]([C:26]3[C:34]4[C:29](=[CH:30][CH:31]=[CH:32][CH:33]=4)[N:28]([CH3:35])[CH:27]=3)[C:23]([OH:25])=[O:24])=[N:10]2)=[CH:7][CH:8]=1.[CH3:36][O:37][C:38](=[O:50])[CH:39]([C:40]1[C:48]2[C:43](=[CH:44][CH:45]=[CH:46][CH:47]=2)[N:42]([CH3:49])[CH:41]=1)[CH2:53][C:54]1[CH:58]=[C:57]([C:59]2[CH:60]=[CH:61][C:62]([CH3:65])=[CH:63][CH:64]=2)[N:56]([C:66]2[CH:71]=[CH:70][C:69]([O:72][CH3:73])=[CH:68][CH:67]=2)[N:55]=1, predict the reactants needed to synthesize it. The reactants are: [CH3:1][O:2][C:3]1[CH:8]=[CH:7][C:6]([N:9]2[C:13]([C:14]3[CH:19]=[CH:18][C:17]([CH3:20])=[CH:16][CH:15]=3)=[CH:12][C:11]([CH2:21][CH:22]([C:26]3[C:34]4[C:29](=[CH:30][CH:31]=[CH:32][CH:33]=4)[N:28]([CH3:35])[CH:27]=3)[C:23]([OH:25])=[O:24])=[N:10]2)=[CH:5][CH:4]=1.[CH3:36][O:37][C:38](=[O:50])[CH2:39][C:40]1[C:48]2[C:43](=[CH:44][CH:45]=[CH:46][CH:47]=2)[N:42]([CH3:49])[CH:41]=1.BrC[CH2:53][C:54]1[CH:58]=[C:57]([C:59]2[CH:64]=[CH:63][C:62]([CH3:65])=[CH:61][CH:60]=2)[N:56]([C:66]2[CH:71]=[CH:70][C:69]([O:72][CH3:73])=[CH:68][CH:67]=2)[N:55]=1.[H-].[Na+].